Dataset: Volume of distribution at steady state (VDss) regression data from Lombardo et al.. Task: Regression/Classification. Given a drug SMILES string, predict its absorption, distribution, metabolism, or excretion properties. Task type varies by dataset: regression for continuous measurements (e.g., permeability, clearance, half-life) or binary classification for categorical outcomes (e.g., BBB penetration, CYP inhibition). For this dataset (vdss_lombardo), we predict log10(VDss) (log10 of volume of distribution in L/kg). (1) The compound is O=CC(O)C(O)C(O)CO. The log10(VDss) is -0.640. (2) The drug is N=C(N)NC(=O)c1cnn(-c2cccc3ncccc23)c1C1CC1. The log10(VDss) is 0.230.